This data is from Full USPTO retrosynthesis dataset with 1.9M reactions from patents (1976-2016). The task is: Predict the reactants needed to synthesize the given product. The reactants are: [CH2:1]([NH:13][C:14]1[CH:19]=[CH:18][CH:17]=[C:16]([CH3:20])[CH:15]=1)[CH2:2][CH2:3][CH2:4][CH2:5][CH2:6][CH2:7][CH2:8][CH2:9][CH2:10][CH2:11][CH3:12].Br[CH2:22][CH:23]([CH2:28][CH3:29])[CH2:24][CH2:25][CH2:26][CH3:27].C(=O)(O)[O-].[Na+]. Given the product [CH2:1]([N:13]([CH2:22][CH:23]([CH2:28][CH3:29])[CH2:24][CH2:25][CH2:26][CH3:27])[C:14]1[CH:19]=[CH:18][CH:17]=[C:16]([CH3:20])[CH:15]=1)[CH2:2][CH2:3][CH2:4][CH2:5][CH2:6][CH2:7][CH2:8][CH2:9][CH2:10][CH2:11][CH3:12], predict the reactants needed to synthesize it.